This data is from Forward reaction prediction with 1.9M reactions from USPTO patents (1976-2016). The task is: Predict the product of the given reaction. (1) Given the reactants [CH3:1][N:2]1[C:6]2=[N:7][CH:8]=[C:9]([C:11]([OH:13])=O)[CH:10]=[C:5]2[CH:4]=[CH:3]1.F[C:15]1[C:20]([NH2:21])=[CH:19][CH:18]=[C:17]([F:22])[N:16]=1.CN(C=O)C.C([O-])([O-])=O.[K+].[K+], predict the reaction product. The product is: [F:22][C:17]1[N:16]=[C:15]2[O:13][C:11]([C:9]3[CH:10]=[C:5]4[CH:4]=[CH:3][N:2]([CH3:1])[C:6]4=[N:7][CH:8]=3)=[N:21][C:20]2=[CH:19][CH:18]=1. (2) Given the reactants [F:1][C:2]1[CH:3]=[C:4]([C:9](=O)[CH3:10])[CH:5]=[C:6]([F:8])[CH:7]=1.[C-:12]#[N:13].[Na+].[C:15](=[O:18])([O-])[O-].[NH4+:19].[NH4+].[OH2:21], predict the reaction product. The product is: [F:1][C:2]1[CH:3]=[C:4]([C:9]2([CH3:10])[NH:19][C:12](=[O:21])[NH:13][C:15]2=[O:18])[CH:5]=[C:6]([F:8])[CH:7]=1. (3) The product is: [CH3:57][O:56][C:54]([CH:24]1[CH2:27][N:22]([C:7]2[C:8]3[N:13]=[N:12][N:11]([CH2:14][C:15]4[CH:20]=[CH:19][CH:18]=[CH:17][C:16]=4[Cl:21])[C:9]=3[N:10]=[C:5]([C:1]([CH3:2])([CH3:4])[CH3:3])[N:6]=2)[CH2:23]1)=[O:55]. Given the reactants [C:1]([C:5]1[N:6]=[C:7]([N:22]2[CH2:27]CO[CH2:24][CH2:23]2)[C:8]2[N:13]=[N:12][N:11]([CH2:14][C:15]3[CH:20]=[CH:19][CH:18]=[CH:17][C:16]=3[Cl:21])[C:9]=2[N:10]=1)([CH3:4])([CH3:3])[CH3:2].C(C1N=C(Cl)C2N=NN(CC3C=CC=CC=3Cl)C=2N=1)(C)(C)C.N1CC([C:54]([O:56][CH3:57])=[O:55])C1, predict the reaction product. (4) Given the reactants C(OC([N:8]1[CH2:13][CH2:12][CH:11]([C:14](=[O:31])[NH:15][C:16]2[CH:21]=[CH:20][CH:19]=[CH:18][C:17]=2[O:22][C:23]2[CH:28]=[CH:27][C:26]([Cl:29])=[CH:25][C:24]=2[Cl:30])[CH2:10][CH2:9]1)=O)(C)(C)C.C(O)(C(F)(F)F)=O.C(=O)([O-])[O-].[K+].[K+].O, predict the reaction product. The product is: [Cl:30][C:24]1[CH:25]=[C:26]([Cl:29])[CH:27]=[CH:28][C:23]=1[O:22][C:17]1[CH:18]=[CH:19][CH:20]=[CH:21][C:16]=1[NH:15][C:14]([CH:11]1[CH2:12][CH2:13][NH:8][CH2:9][CH2:10]1)=[O:31]. (5) Given the reactants [CH3:1][C:2]1[CH:3]=[C:4]([C:8]2[O:12][C:11]([NH:13][C:14]3[CH:15]=[CH:16][CH:17]=[C:18]4[C:23]=3[CH2:22][C:21](=[O:24])[CH2:20][CH2:19]4)=[N:10][CH:9]=2)[CH:5]=[CH:6][CH:7]=1.C1(C2OC(NC3C=CC=C4C=3CC(O)CC4)=NC=2)C=CC=CC=1, predict the reaction product. The product is: [CH3:1][C:2]1[CH:3]=[C:4]([C:8]2[O:12][C:11]([NH:13][C:14]3[CH:15]=[CH:16][CH:17]=[C:18]4[C:23]=3[CH2:22][CH:21]([OH:24])[CH2:20][CH2:19]4)=[N:10][CH:9]=2)[CH:5]=[CH:6][CH:7]=1.